Predict the reaction yield, written as a fraction of the theoretical maximum amount of product (1.0 means a 100% yield; for example, 0.34 means a 34% yield). From a dataset of Reaction yield outcomes from USPTO patents with 853,638 reactions. (1) The reactants are [CH3:1][O:2][C:3]1[N:7]([CH2:8][C:9]2[CH:14]=[CH:13][C:12]([C:15]3[CH:20]=[CH:19][CH:18]=[CH:17][C:16]=3[C:21]3[NH:25][N:24]=[N:23][N:22]=3)=[CH:11][CH:10]=2)[C:6]2[C:26]([C:30]([O:32]C)=[O:31])=[CH:27][CH:28]=[CH:29][C:5]=2[N:4]=1.[OH-].[Na+]. The catalyst is CO. The product is [CH3:1][O:2][C:3]1[N:7]([CH2:8][C:9]2[CH:10]=[CH:11][C:12]([C:15]3[CH:20]=[CH:19][CH:18]=[CH:17][C:16]=3[C:21]3[NH:25][N:24]=[N:23][N:22]=3)=[CH:13][CH:14]=2)[C:6]2[C:26]([C:30]([OH:32])=[O:31])=[CH:27][CH:28]=[CH:29][C:5]=2[N:4]=1. The yield is 0.770. (2) The reactants are [Cl:1][C:2]1[CH:3]=[C:4]2[C:8](=[C:9]([C:11]([OH:13])=O)[CH:10]=1)[NH:7][CH:6]=[CH:5]2.CN(C(ON1N=NC2C=CC=CC1=2)=[N+](C)C)C.[B-](F)(F)(F)F.C(N(CC)C(C)C)(C)C.[C:45]([C:49]1[CH:69]=[CH:68][C:52]([CH2:53][NH:54][CH2:55][CH2:56][C:57]2[CH:62]=[C:61]([C:63]([F:66])([F:65])[F:64])[CH:60]=[C:59]([F:67])[CH:58]=2)=[CH:51][CH:50]=1)([CH3:48])([CH3:47])[CH3:46]. The catalyst is CN(C=O)C.O. The product is [C:45]([C:49]1[CH:50]=[CH:51][C:52]([CH2:53][N:54]([CH2:55][CH2:56][C:57]2[CH:62]=[C:61]([C:63]([F:66])([F:64])[F:65])[CH:60]=[C:59]([F:67])[CH:58]=2)[C:11]([C:9]2[CH:10]=[C:2]([Cl:1])[CH:3]=[C:4]3[C:8]=2[NH:7][CH:6]=[CH:5]3)=[O:13])=[CH:68][CH:69]=1)([CH3:48])([CH3:46])[CH3:47]. The yield is 0.700. (3) The reactants are Cl[C:2]1[C:11]2[C:6](=[CH:7][CH:8]=[C:9]([F:12])[CH:10]=2)[N:5]([CH2:13][C:14]2[CH:19]=[CH:18][C:17]([F:20])=[CH:16][CH:15]=2)[C:4](=[O:21])[C:3]=1[C:22]#[N:23].[NH:24]1[CH2:29][CH2:28][NH:27][CH2:26][CH2:25]1. The catalyst is ClCCl. The product is [F:12][C:9]1[CH:10]=[C:11]2[C:6](=[CH:7][CH:8]=1)[N:5]([CH2:13][C:14]1[CH:19]=[CH:18][C:17]([F:20])=[CH:16][CH:15]=1)[C:4](=[O:21])[C:3]([C:22]#[N:23])=[C:2]2[N:24]1[CH2:29][CH2:28][NH:27][CH2:26][CH2:25]1. The yield is 0.950. (4) The reactants are C[O:2][C:3]([C:5]1[C:9]([CH:10]([CH3:12])[CH3:11])=[C:8]([CH:13]=[O:14])[N:7]([C:15]2[CH:20]=[CH:19][C:18]([F:21])=[CH:17][CH:16]=2)[N:6]=1)=[O:4].[OH-].[Na+]. The catalyst is CO. The product is [F:21][C:18]1[CH:17]=[CH:16][C:15]([N:7]2[C:8]([CH:13]=[O:14])=[C:9]([CH:10]([CH3:12])[CH3:11])[C:5]([C:3]([OH:4])=[O:2])=[N:6]2)=[CH:20][CH:19]=1. The yield is 0.790. (5) The reactants are [C:1]1([CH2:7][CH2:8][CH2:9][CH2:10][N:11]2[C:19](=[O:20])[C:18]3[C:13](=[CH:14][CH:15]=[CH:16][CH:17]=3)[C:12]2=[O:21])[CH:6]=[CH:5][CH:4]=[CH:3][CH:2]=1.[Cl:22][S:23](O)(=[O:25])=[O:24]. No catalyst specified. The product is [O:21]=[C:12]1[C:13]2[C:18](=[CH:17][CH:16]=[CH:15][CH:14]=2)[C:19](=[O:20])[N:11]1[CH2:10][CH2:9][CH2:8][CH2:7][C:1]1[CH:6]=[CH:5][C:4]([S:23]([Cl:22])(=[O:25])=[O:24])=[CH:3][CH:2]=1. The yield is 0.990. (6) The reactants are [NH2:1][C:2]1[C:3]([NH:8][CH2:9][N:10]2[CH2:14][CH:13]([CH2:15][CH2:16][CH3:17])[CH2:12][C:11]2=[O:18])=[N:4][CH:5]=[CH:6][CH:7]=1.[C:19]1(C)C=CC(S(O)(=O)=O)=CC=1.C([O-])(O)=O.[Na+].CCOC(C)=O. The catalyst is C(OC)(OC)OC. The product is [N:1]1[C:2]2[C:3](=[N:4][CH:5]=[CH:6][CH:7]=2)[N:8]([CH2:9][N:10]2[CH2:14][CH:13]([CH2:15][CH2:16][CH3:17])[CH2:12][C:11]2=[O:18])[CH:19]=1. The yield is 0.610. (7) The reactants are C1[O:9][C:8]2[CH:7]=[CH:6][C:5]([C:10]([C:12]([C:14]3[CH:19]=[CH:18][C:17]4[O:20]C[O:22][C:16]=4[CH:15]=3)=[O:13])=[O:11])=[CH:4][C:3]=2[O:2]1.B(Br)(Br)Br.CO. The catalyst is C(Cl)Cl. The product is [OH:2][C:3]1[CH:4]=[C:5]([C:10]([C:12]([C:14]2[CH:19]=[CH:18][C:17]([OH:20])=[C:16]([OH:22])[CH:15]=2)=[O:13])=[O:11])[CH:6]=[CH:7][C:8]=1[OH:9]. The yield is 0.470. (8) The reactants are [NH2:1][C:2]1[C:11]2[CH:10]=[CH:9][CH:8]=[C:7](Br)[C:6]=2[N:5]=[C:4]2[CH2:13][N:14]([CH:17]3[CH2:20][CH2:19][CH2:18]3)[C:15](=[O:16])[C:3]=12.[F:21][C:22]1[C:27](B(O)O)=[CH:26][CH:25]=[C:24]([CH3:31])[N:23]=1. No catalyst specified. The product is [NH2:1][C:2]1[C:11]2[CH:10]=[CH:9][CH:8]=[C:7]([C:27]3[C:22]([F:21])=[N:23][C:24]([CH3:31])=[CH:25][CH:26]=3)[C:6]=2[N:5]=[C:4]2[CH2:13][N:14]([CH:17]3[CH2:20][CH2:19][CH2:18]3)[C:15](=[O:16])[C:3]=12. The yield is 0.560.